Dataset: Forward reaction prediction with 1.9M reactions from USPTO patents (1976-2016). Task: Predict the product of the given reaction. (1) Given the reactants [CH3:1][O:2][CH:3]([O:26][CH3:27])[C:4]1[CH:5]=[C:6]2[C:11](=[CH:12][CH:13]=1)[N:10]=[CH:9][N:8]([C:14]1[CH:15]=[C:16]([CH:21]=[CH:22][C:23]=1[CH3:24])[C:17]([O:19]C)=[O:18])[C:7]2=[O:25].[OH-].[Na+].Cl, predict the reaction product. The product is: [CH3:27][O:26][CH:3]([O:2][CH3:1])[C:4]1[CH:5]=[C:6]2[C:11](=[CH:12][CH:13]=1)[N:10]=[CH:9][N:8]([C:14]1[CH:15]=[C:16]([CH:21]=[CH:22][C:23]=1[CH3:24])[C:17]([OH:19])=[O:18])[C:7]2=[O:25]. (2) Given the reactants [C:1]([O:5][C:6]([N:8]1[CH2:14][CH2:13][CH2:12][N:11]([C:15]2[N:23]([CH2:24][CH:25]=[C:26]([CH3:28])[CH3:27])[C:22]3[C:21](=[O:29])[N:20]([CH2:30][C:31]4[C:36]([C:37](O)=[O:38])=[CH:35][CH:34]=[CH:33][N:32]=4)[C:19](=[O:40])[N:18]([CH3:41])[C:17]=3[C:16]=2[C:42]#[N:43])[CH2:10][CH2:9]1)=[O:7])([CH3:4])([CH3:3])[CH3:2].[CH:44]([N:47](C(C)C)CC)(C)[CH3:45].F[P-](F)(F)(F)(F)F.N1(OC(N(C)C)=[N+](C)C)C2N=CC=CC=2N=N1.C(N)C.O1CCCC1, predict the reaction product. The product is: [C:1]([O:5][C:6]([N:8]1[CH2:14][CH2:13][CH2:12][N:11]([C:15]2[N:23]([CH2:24][CH:25]=[C:26]([CH3:28])[CH3:27])[C:22]3[C:21](=[O:29])[N:20]([CH2:30][C:31]4[C:36]([C:37](=[O:38])[NH:47][CH2:44][CH3:45])=[CH:35][CH:34]=[CH:33][N:32]=4)[C:19](=[O:40])[N:18]([CH3:41])[C:17]=3[C:16]=2[C:42]#[N:43])[CH2:10][CH2:9]1)=[O:7])([CH3:3])([CH3:4])[CH3:2].